From a dataset of Reaction yield outcomes from USPTO patents with 853,638 reactions. Predict the reaction yield, written as a fraction of the theoretical maximum amount of product (1.0 means a 100% yield; for example, 0.34 means a 34% yield). (1) The reactants are [O:1]=[C:2]1[CH2:8][CH2:7][N:6]([C:9]([O:11][CH2:12][C:13]2[CH:18]=[CH:17][CH:16]=[CH:15][CH:14]=2)=[O:10])[CH2:5][CH2:4][CH:3]1C(OCC)=O.C(=O)([O-])[O-].[K+].[K+].Cl. The catalyst is O1CCCC1.O.C(OCC)(=O)C. The product is [O:1]=[C:2]1[CH2:3][CH2:4][CH2:5][N:6]([C:9]([O:11][CH2:12][C:13]2[CH:14]=[CH:15][CH:16]=[CH:17][CH:18]=2)=[O:10])[CH2:7][CH2:8]1. The yield is 0.720. (2) The reactants are Br[C:2]1[CH:3]=[N:4][CH:5]=[C:6]([Br:8])[CH:7]=1.O1CCOCC1.[NH:15]1[CH2:20][CH2:19][O:18][CH2:17][CH2:16]1.CC(C)([O-])C.[Na+]. The catalyst is C1C=CC([P]([Pd]([P](C2C=CC=CC=2)(C2C=CC=CC=2)C2C=CC=CC=2)([P](C2C=CC=CC=2)(C2C=CC=CC=2)C2C=CC=CC=2)[P](C2C=CC=CC=2)(C2C=CC=CC=2)C2C=CC=CC=2)(C2C=CC=CC=2)C2C=CC=CC=2)=CC=1. The product is [Br:8][C:6]1[CH:7]=[C:2]([N:15]2[CH2:20][CH2:19][O:18][CH2:17][CH2:16]2)[CH:3]=[N:4][CH:5]=1. The yield is 0.400. (3) The reactants are [F:1][C:2]1[CH:10]=[CH:9][CH:8]=[C:7]([O:11][CH3:12])[C:3]=1[C:4]([OH:6])=O.[CH3:13][O:14][C:15]1[CH:43]=[CH:42][C:18]([CH2:19][N:20]2[CH:24]=[C:23]([NH2:25])[C:22]([C:26]3[NH:30][C:29]4[CH:31]=[CH:32][C:33]([CH2:35][N:36]5[CH2:41][CH2:40][O:39][CH2:38][CH2:37]5)=[CH:34][C:28]=4[N:27]=3)=[N:21]2)=[CH:17][CH:16]=1.C(Cl)CCl.C1C=CC2N(O)N=NC=2C=1. The catalyst is CN(C=O)C. The product is [F:1][C:2]1[CH:10]=[CH:9][CH:8]=[C:7]([O:11][CH3:12])[C:3]=1[C:4]([NH:25][C:23]1[C:22]([C:26]2[NH:30][C:29]3[CH:31]=[CH:32][C:33]([CH2:35][N:36]4[CH2:37][CH2:38][O:39][CH2:40][CH2:41]4)=[CH:34][C:28]=3[N:27]=2)=[N:21][N:20]([CH2:19][C:18]2[CH:42]=[CH:43][C:15]([O:14][CH3:13])=[CH:16][CH:17]=2)[CH:24]=1)=[O:6]. The yield is 0.610.